From a dataset of CYP2D6 inhibition data for predicting drug metabolism from PubChem BioAssay. Regression/Classification. Given a drug SMILES string, predict its absorption, distribution, metabolism, or excretion properties. Task type varies by dataset: regression for continuous measurements (e.g., permeability, clearance, half-life) or binary classification for categorical outcomes (e.g., BBB penetration, CYP inhibition). Dataset: cyp2d6_veith. (1) The compound is Cc1ccc2[nH]c3c(c2c1)CN(C(=O)CN1c2ccc(F)cc2CCC1C)CC3. The result is 0 (non-inhibitor). (2) The molecule is CN1CCN(CCCBr)CC1. The result is 0 (non-inhibitor). (3) The drug is Cc1ccccc1OCC(O)Cn1c2ccccc2c2ccccc21. The result is 1 (inhibitor). (4) The molecule is CCCC[C@@H]1C[C@H]1C(NC(=O)c1cccs1)c1ccc(C(F)(F)F)cc1. The result is 0 (non-inhibitor). (5) The drug is O=C(NCCCN1CCN(C2CCCCC2)CC1)Nc1ccccc1C(F)(F)F. The result is 1 (inhibitor). (6) The compound is CCCCOC(=O)CSc1nnc(-c2cc(OC)c(OC)c(OC)c2)o1. The result is 0 (non-inhibitor). (7) The drug is COC(=O)c1cc2c(s1)N=C(c1ccccc1)N(C)P2(=O)N1CCOCC1. The result is 0 (non-inhibitor).